The task is: Predict the product of the given reaction.. This data is from Forward reaction prediction with 1.9M reactions from USPTO patents (1976-2016). Given the reactants [C:1]1([CH:8]=[CH:7][CH:6]=[C:4]([OH:5])[CH:3]=1)[OH:2].[F:9][C:10]1[CH:15]=[CH:14][C:13]([CH2:16][C:17](O)=[O:18])=[CH:12][CH:11]=1.B(F)(F)F.CCOCC, predict the reaction product. The product is: [OH:2][C:1]1[CH:3]=[C:4]([OH:5])[CH:6]=[CH:7][C:8]=1[C:17](=[O:18])[CH2:16][C:13]1[CH:14]=[CH:15][C:10]([F:9])=[CH:11][CH:12]=1.